From a dataset of Full USPTO retrosynthesis dataset with 1.9M reactions from patents (1976-2016). Predict the reactants needed to synthesize the given product. (1) Given the product [S:17]([O:8][CH2:7][CH2:6][O:5][C:1]([CH3:4])([CH3:3])[CH3:2])(=[O:19])(=[O:18])[CH3:16], predict the reactants needed to synthesize it. The reactants are: [C:1]([O:5][CH2:6][CH2:7][OH:8])([CH3:4])([CH3:3])[CH3:2].C(N(CC)CC)C.[CH3:16][S:17](Cl)(=[O:19])=[O:18]. (2) Given the product [CH3:12][N:5]1[CH2:4][C:3]2[C:2]([OH:1])=[CH:10][CH:9]=[CH:8][C:7]=2[CH2:6]1, predict the reactants needed to synthesize it. The reactants are: [OH:1][C:2]1[CH:10]=[CH:9][CH:8]=[C:7]2[C:3]=1[C:4](=O)[N:5]([CH3:12])[C:6]2=O.[H-].[Al+3].[Li+].[H-].[H-].[H-].O. (3) Given the product [CH:1](=[N:17][NH:18][C:19]([NH2:21])=[NH:20])[CH2:2][CH2:3][CH2:4][CH2:5][CH2:6][CH2:7][CH2:8][CH2:9][CH2:10][CH3:11], predict the reactants needed to synthesize it. The reactants are: [CH2:1](O)[CH2:2][CH2:3][CH2:4][CH2:5][CH2:6][CH2:7][CH2:8][CH2:9][CH2:10][CH3:11].C(=O)(O)O.[NH2:17][NH:18][C:19]([NH2:21])=[NH:20].C1(C)C=CC(S(O)(=O)=O)=CC=1. (4) Given the product [Cl:1][C:2]1[CH:7]=[CH:6][C:5]([C:8]2[C:9]([C:30]3[CH:31]=[CH:32][N:33]=[CH:34][CH:35]=3)=[N:10][N:11]3[C:16]([CH:17]4[CH2:23][CH:22]5[N:24]([C:25]([O:27][CH2:28][CH3:29])=[O:26])[CH:19]([CH2:20][CH2:21]5)[CH2:18]4)=[CH:15][CH:14]=[N:13][C:12]=23)=[CH:4][C:3]=1[OH:36], predict the reactants needed to synthesize it. The reactants are: [Cl:1][C:2]1[CH:7]=[CH:6][C:5]([C:8]2[C:9]([C:30]3[CH:35]=[CH:34][N:33]=[CH:32][CH:31]=3)=[N:10][N:11]3[C:16]([CH:17]4[CH2:23][CH:22]5[N:24]([C:25]([O:27][CH2:28][CH3:29])=[O:26])[CH:19]([CH2:20][CH2:21]5)[CH2:18]4)=[CH:15][CH:14]=[N:13][C:12]=23)=[CH:4][C:3]=1[O:36]C.B(Br)(Br)Br. (5) Given the product [CH3:65][O:66][C:44]1[CH:45]=[C:34]([CH:33]=[CH:48][C:43]=1[O:61][CH3:58])[CH2:35][NH:36][C:18](=[O:20])[CH:17]([N:13]1[CH2:14][CH2:15][CH2:16][CH:11]([NH:10][C:6]2[CH:5]=[C:4]3[C:9](=[CH:8][CH:7]=2)[NH:1][N:2]=[CH:3]3)[CH2:12]1)[C:21]1[CH:26]=[CH:25][CH:24]=[CH:23][CH:22]=1, predict the reactants needed to synthesize it. The reactants are: [NH:1]1[C:9]2[C:4](=[CH:5][C:6]([NH:10][CH:11]3[CH2:16][CH2:15][CH2:14][N:13]([CH:17]([C:21]4[CH:26]=[CH:25][CH:24]=[CH:23][CH:22]=4)[C:18]([OH:20])=O)[CH2:12]3)=[CH:7][CH:8]=2)[CH:3]=[N:2]1.Cl.C(N=C=N[CH2:33][CH2:34][CH2:35][N:36](C)C)C.ON1[C:44]2[CH:45]=CC=[CH:48][C:43]=2N=N1.CN(C1C=CC=CN=1)C.[C:58](=[O:61])([O-])O.[Na+].CN(C)[CH:65]=[O:66].